The task is: Predict the reaction yield, written as a fraction of the theoretical maximum amount of product (1.0 means a 100% yield; for example, 0.34 means a 34% yield).. This data is from Reaction yield outcomes from USPTO patents with 853,638 reactions. The yield is 0.840. The product is [Cl:17][C:18]1[CH:23]=[C:22]([O:1][CH:2]2[CH2:7][CH2:6][CH2:5][N:4]([C:8]([O:10][C:11]([CH3:14])([CH3:13])[CH3:12])=[O:9])[CH2:3]2)[CH:21]=[CH:20][N:19]=1. No catalyst specified. The reactants are [OH:1][CH:2]1[CH2:7][CH2:6][CH2:5][N:4]([C:8]([O:10][C:11]([CH3:14])([CH3:13])[CH3:12])=[O:9])[CH2:3]1.[H-].[Na+].[Cl:17][C:18]1[CH:23]=[C:22]([N+]([O-])=O)[CH:21]=[CH:20][N:19]=1.